From a dataset of Forward reaction prediction with 1.9M reactions from USPTO patents (1976-2016). Predict the product of the given reaction. Given the reactants [OH:1][NH:2][C:3](=[O:27])[CH:4]=[CH:5][C:6]1[CH:7]=[C:8]2[C:12](=[CH:13][CH:14]=1)[N:11]([S:15]([C:18]1[CH:23]=[CH:22][C:21]([N+:24]([O-])=O)=[CH:20][CH:19]=1)(=[O:17])=[O:16])[CH:10]=[CH:9]2.[Cl-].[NH4+], predict the reaction product. The product is: [NH2:24][C:21]1[CH:20]=[CH:19][C:18]([S:15]([N:11]2[C:12]3[C:8](=[CH:7][C:6]([CH:5]=[CH:4][C:3]([NH:2][OH:1])=[O:27])=[CH:14][CH:13]=3)[CH:9]=[CH:10]2)(=[O:17])=[O:16])=[CH:23][CH:22]=1.